The task is: Predict the reactants needed to synthesize the given product.. This data is from Full USPTO retrosynthesis dataset with 1.9M reactions from patents (1976-2016). (1) Given the product [CH:1]1([C:4]2[N:8]([CH2:9][C:10]3[C:11]([F:20])=[CH:12][C:13]([O:17][CH2:18][CH3:19])=[CH:14][C:15]=3[F:16])[N:7]=[C:6]([C:21]3[N:26]=[C:25]([NH:27][C:28]4[CH:33]=[CH:32][N:31]=[CH:30][CH:29]=4)[C:24]([O:34][CH2:35][CH2:36][CH2:37][S:38]([CH3:40])(=[O:39])=[N:46][C:44](=[O:45])[C:43]([F:48])([F:47])[F:42])=[CH:23][N:22]=3)[C:5]=2[CH3:41])[CH2:3][CH2:2]1, predict the reactants needed to synthesize it. The reactants are: [CH:1]1([C:4]2[N:8]([CH2:9][C:10]3[C:15]([F:16])=[CH:14][C:13]([O:17][CH2:18][CH3:19])=[CH:12][C:11]=3[F:20])[N:7]=[C:6]([C:21]3[N:26]=[C:25]([NH:27][C:28]4[CH:33]=[CH:32][N:31]=[CH:30][CH:29]=4)[C:24]([O:34][CH2:35][CH2:36][CH2:37][S:38]([CH3:40])=[O:39])=[CH:23][N:22]=3)[C:5]=2[CH3:41])[CH2:3][CH2:2]1.[F:42][C:43]([F:48])([F:47])[C:44]([NH2:46])=[O:45].C(O)(=O)C.C(O)(=O)C.IC1C=CC=CC=1.[O-2].[Mg+2]. (2) Given the product [CH2:1]([O:3][C:4](=[O:36])[CH:5]([C:10]1[CH:11]=[C:12]([C:26]2[CH:27]=[CH:28][C:29]([C:32]([F:33])([F:34])[F:35])=[CH:30][CH:31]=2)[CH:13]=[C:14]([CH:16]2[CH2:21][CH2:20][CH2:19][CH:18]([C:22]([F:23])([F:24])[F:25])[NH:17]2)[CH:15]=1)[CH2:6][CH:7]([CH3:9])[CH3:8])[CH3:2], predict the reactants needed to synthesize it. The reactants are: [CH2:1]([O:3][C:4](=[O:36])[CH:5]([C:10]1[CH:11]=[C:12]([C:26]2[CH:31]=[CH:30][C:29]([C:32]([F:35])([F:34])[F:33])=[CH:28][CH:27]=2)[CH:13]=[C:14]([C:16]2[CH:21]=[CH:20][CH:19]=[C:18]([C:22]([F:25])([F:24])[F:23])[N:17]=2)[CH:15]=1)[CH2:6][CH:7]([CH3:9])[CH3:8])[CH3:2].Cl.O1CCOCC1.